Dataset: Full USPTO retrosynthesis dataset with 1.9M reactions from patents (1976-2016). Task: Predict the reactants needed to synthesize the given product. (1) Given the product [NH2:2][C:1](=[O:15])[CH2:3][C:4]1[CH:5]=[C:6]([CH:11]=[CH:12][CH:13]=1)[C:7]([O:9][CH3:10])=[O:8], predict the reactants needed to synthesize it. The reactants are: [C:1]([CH2:3][C:4]1[CH:5]=[C:6]([CH:11]=[CH:12][CH:13]=1)[C:7]([O:9][CH3:10])=[O:8])#[N:2].Cl.[OH-:15].[Na+]. (2) Given the product [CH2:19]([O:16][CH2:15][CH2:14][N:1]1[C:13]2[C:12]3[CH:11]=[CH:10][CH:9]=[CH:8][C:7]=3[N:6]=[CH:5][C:4]=2[N:3]=[CH:2]1)[C:18]#[CH:17], predict the reactants needed to synthesize it. The reactants are: [N:1]1([CH2:14][CH2:15][OH:16])[C:13]2[C:12]3[CH:11]=[CH:10][CH:9]=[CH:8][C:7]=3[N:6]=[CH:5][C:4]=2[N:3]=[CH:2]1.[CH2:17](Br)[C:18]#[CH:19]. (3) Given the product [OH:6][C:2]([C:4]1[NH:15][N:14]=[C:16]([C:17]([O:19][CH2:20][CH3:21])=[O:18])[CH:5]=1)([CH3:3])[CH3:1], predict the reactants needed to synthesize it. The reactants are: [CH3:1][C:2]([OH:6])([C:4]#[CH:5])[CH3:3].C(N(CC)CC)C.[N+:14](=[CH:16][C:17]([O:19][CH2:20][CH3:21])=[O:18])=[N-:15].